This data is from Experimentally validated miRNA-target interactions with 360,000+ pairs, plus equal number of negative samples. The task is: Binary Classification. Given a miRNA mature sequence and a target amino acid sequence, predict their likelihood of interaction. (1) The miRNA is mmu-miR-1897-5p with sequence CUUUGGAUGGAGAAAGAGGGGG. The protein sequence of the target gene is MLLKEYRICMPLTVDEYKIGQLYMISKHSHEQSDRGEGVEVVQNEPFEDPHHGNGQFTEKRVYLNSKLPSWARAVVPKIFYVTEKAWNYYPYTITEYTCSFLPKFSIHIETKYEDNKGSNDSIFDSEAKDLEREVCFIDIACDEIPERYYKESEDPKHFKSEKTGRGQLREGWRDNHQPIMCSYKLVTVKFEVWGLQTRVEQFVHKVVRDILLIGHRQAFAWVDEWYDMTMDEVREFERATQEATNKKIGVFPPAISISSIALLPSSVRSAPSSAPSTPLSTDAPEFLSIPKDRPRKKSA.... Result: 0 (no interaction). (2) The miRNA is hsa-miR-4705 with sequence UCAAUCACUUGGUAAUUGCUGU. The protein sequence of the target gene is MSQFKRQRINPLPGGRNFSGTASTSLLGPPPGLLTPPVATELSQNARHLQGGEKQRVFTGIVTSLHDYFGVVDEEVFFQLSVVKGRLPQLGEKVLVKAAYNPGQAVPWNAVKVQTLSNQPLLKSPAPPLLHVAALGQKQGILGAQPQLIFQPHRIPPLFPQKPLSLFQTSHTLHLSHLNRFPARGPHGRLDQGRSDDYDSKKRKQRAGGEPWGAKKPRHDLPPYRVHLTPYTVDSPICDFLELQRRYRSLLVPSDFLSVHLSWLSAFPLSQPFSLHHPSRIQVSSEKEAAPDAGAEPITA.... Result: 0 (no interaction). (3) The miRNA is hsa-miR-3913-3p with sequence AGACAUCAAGAUCAGUCCCAAA. The protein sequence of the target gene is MSERCCSRYSSGASIGCTPTSTQAKMVSKRIAQETFDAAVRENIEEFAMGPEEAVKEAVEQFESQGVDLSNIVKTAPKVSADGSQEPTHDILQMLSDLQESVASSRPQEVSAYLTRFCDQCKQDKACRFLAAQKGAYPIIFTAWKLATAGDQGLLLQSLNALSVLTDGQPDLLDAQGLQLLVATLTQNADEADLTCSGIRCVRHACLKHEQNRQDLVKAGVLPLLTGAITHHGHHTDVVREACWALRVMTFDDDIRVPFGHAHNHAKMIVQENKGLKVLIEATKAFLDNPGILSELCGTL.... Result: 0 (no interaction). (4) The miRNA is hsa-miR-6818-5p with sequence UUGUGUGAGUACAGAGAGCAUC. The protein sequence of the target gene is MDAEAEDKTLRTRSKGTEVPMDSLIQELSVAYDCSMAKKRTAEDQALGVPVNKRKSLLMKPRHYSPKADCQEDRSDRTEDDGPLETHGHSTAEEIMIKPMDESLLSTAQENSSRKEDRYSCYQELMVKSLMHLGKFEKNVSVQTVSENLNDSGIQSLKAESDEADECFLIHSDDGRDKIDDSQPPFCSSDDNESNSESAENGWDSGSNFSEETKPPRVPKYVLTDHKKDLLEVPEIKTEGDKFIPCENRCDSETERKDPQNALAEPLDGNAQPSFPDVEEEDSESLAVMTEEGSDLEKAK.... Result: 1 (interaction). (5) The miRNA is mmu-miR-297c-5p with sequence AUGUAUGUGUGCAUGUACAUGU. The protein sequence of the target gene is MPARGGSARPGRGALKPVSVTLLPDTEQPPFLGRARRPGNARAGSLVTGYHEVGQMPAPLSRKIGQKKQRLADSEQQQTPKERLLSTPGLRRSIYFSSPEDHSGRLGPEFFDQPAVTLARAFLGQVLVRRLADGTELRGRIVETEAYLGPEDEAAHSRGGRQTPRNRGMFMKPGTLYVYLIYGMYFCLNVSSQGAGACVLLRALEPLEGLETMRQLRNSLRKSTVGRSLKDRELCSGPSKLCQALAIDKSFDQRDLAQDDAVWLEHGPLESSSPAVVVAAARIGIGHAGEWTQKPLRFYV.... Result: 0 (no interaction). (6) The miRNA is hsa-miR-4789-5p with sequence GUAUACACCUGAUAUGUGUAUG. The protein sequence of the target gene is MENNKTSVDSKSINNFEVKTIHGSKSVDSGIYLDSSYKMDYPEMGICIIINNKNFHKSTGMSSRSGTDVDAANLRETFMGLKYQVRNKNDLTREDILELMDSVSKEDHSKRSSFVCVILSHGDEGVIYGTNGPVELKKLTSFFRGDYCRSLTGKPKLFIIQACRGTELDCGIETDSGTDEEMACQKIPVEADFLYAYSTAPGYYSWRNSKDGSWFIQSLCSMLKLYAHKLEFMHILTRVNRKVATEFESFSLDSTFHAKKQIPCIVSMLTKELYFYH. Result: 0 (no interaction).